From a dataset of Forward reaction prediction with 1.9M reactions from USPTO patents (1976-2016). Predict the product of the given reaction. Given the reactants [CH:1]1([O:5][C:6]2[C:15](B3OC(C)(C)C(C)(C)O3)=[CH:14][CH:13]=[C:12]3[C:7]=2[CH2:8][CH2:9][C@H:10]([CH3:29])[N:11]3[C:25]([O:27][CH3:28])=[O:26])[CH2:4][CH2:3][CH2:2]1.Br[C:31]1[N:32]=[C:33]([C:36]2([OH:49])[CH2:41][CH2:40][N:39]([C:42]([O:44][C:45]([CH3:48])([CH3:47])[CH3:46])=[O:43])[CH2:38][CH2:37]2)[S:34][CH:35]=1.C(=O)([O-])[O-].[Cs+].[Cs+], predict the reaction product. The product is: [C:45]([O:44][C:42]([N:39]1[CH2:38][CH2:37][C:36]([C:33]2[S:34][CH:35]=[C:31]([C:15]3[C:6]([O:5][CH:1]4[CH2:2][CH2:3][CH2:4]4)=[C:7]4[C:12](=[CH:13][CH:14]=3)[N:11]([C:25]([O:27][CH3:28])=[O:26])[C@@H:10]([CH3:29])[CH2:9][CH2:8]4)[N:32]=2)([OH:49])[CH2:41][CH2:40]1)=[O:43])([CH3:48])([CH3:46])[CH3:47].